The task is: Predict the reaction yield, written as a fraction of the theoretical maximum amount of product (1.0 means a 100% yield; for example, 0.34 means a 34% yield).. This data is from Reaction yield outcomes from USPTO patents with 853,638 reactions. The reactants are O=[C:2]([CH2:8][CH2:9][C:10](=O)[C:11]1[CH:16]=[CH:15][CH:14]=[CH:13][CH:12]=1)[CH2:3][CH2:4][C:5]([OH:7])=[O:6].[NH2:18][C:19]1[CH:31]=[CH:30][C:22]([C:23]([O:25][C:26]([CH3:29])([CH3:28])[CH3:27])=[O:24])=[CH:21][CH:20]=1. The catalyst is C(O)(=O)C. The product is [C:26]([O:25][C:23](=[O:24])[C:22]1[CH:21]=[CH:20][C:19]([N:18]2[C:10]([C:11]3[CH:16]=[CH:15][CH:14]=[CH:13][CH:12]=3)=[CH:9][CH:8]=[C:2]2[CH2:3][CH2:4][C:5]([OH:7])=[O:6])=[CH:31][CH:30]=1)([CH3:29])([CH3:27])[CH3:28]. The yield is 0.590.